This data is from Full USPTO retrosynthesis dataset with 1.9M reactions from patents (1976-2016). The task is: Predict the reactants needed to synthesize the given product. Given the product [CH3:1][C:2]1([CH3:23])[CH2:6][N:5]([C:7]([NH:20][CH2:21][CH3:22])=[N:8][S:9]([C:12]2[CH:17]=[CH:16][CH:15]=[C:14]([OH:18])[CH:13]=2)(=[O:11])=[O:10])[N:4]=[CH:3]1, predict the reactants needed to synthesize it. The reactants are: [CH3:1][C:2]1([CH3:23])[CH2:6][N:5]([C:7]([NH:20][CH2:21][CH3:22])=[N:8][S:9]([C:12]2[CH:17]=[CH:16][CH:15]=[C:14]([O:18]C)[CH:13]=2)(=[O:11])=[O:10])[N:4]=[CH:3]1.B(Br)(Br)Br.C([O-])(O)=O.[Na+].